Dataset: Catalyst prediction with 721,799 reactions and 888 catalyst types from USPTO. Task: Predict which catalyst facilitates the given reaction. (1) Reactant: C1([C@@H]([NH:9][C@H:10]2[C@H:15]([C:16]([O:18][CH2:19][CH3:20])=[O:17])[CH2:14][CH2:13][N:12]([C:21]([O:23][C:24]([CH3:27])([CH3:26])[CH3:25])=[O:22])[CH2:11]2)C)C=CC=CC=1. Product: [NH2:9][C@H:10]1[C@H:15]([C:16]([O:18][CH2:19][CH3:20])=[O:17])[CH2:14][CH2:13][N:12]([C:21]([O:23][C:24]([CH3:25])([CH3:27])[CH3:26])=[O:22])[CH2:11]1. The catalyst class is: 19. (2) Reactant: [CH3:1][C:2]1[CH:7]=[CH:6][N:5]=[C:4]([O:8][CH3:9])[C:3]=1[N+:10]([O-])=O.[NH4+].[Cl-]. Product: [CH3:9][O:8][C:4]1[C:3]([NH2:10])=[C:2]([CH3:1])[CH:7]=[CH:6][N:5]=1. The catalyst class is: 186. (3) Reactant: [C:1]([C:5]1[CH:24]=[CH:23][C:8]([C:9]([NH:11][C:12](=[S:22])[NH:13][C:14]2[CH:19]=[C:18]([CH3:20])[CH:17]=[CH:16][C:15]=2[Cl:21])=[O:10])=[CH:7][CH:6]=1)([CH3:4])([CH3:3])[CH3:2].C(=O)([O-])[O-].[K+].[K+].I[CH2:32][CH3:33]. Product: [C:1]([C:5]1[CH:6]=[CH:7][C:8]([C:9]([N:11]=[C:12]([NH:13][C:14]2[CH:19]=[C:18]([CH3:20])[CH:17]=[CH:16][C:15]=2[Cl:21])[S:22][CH2:32][CH3:33])=[O:10])=[CH:23][CH:24]=1)([CH3:4])([CH3:2])[CH3:3]. The catalyst class is: 42. (4) The catalyst class is: 6. Reactant: O1CCOCC1.[C:7]([O:17][C:18](=[C:20]([F:22])[F:21])[F:19])([C:10]([C:13]([F:16])([F:15])[F:14])([F:12])[F:11])([F:9])[F:8].[OH:23][CH2:24][CH2:25][CH2:26][CH2:27][CH2:28][CH2:29][OH:30].[OH-].[K+]. Product: [C:13]([C:10]([C:7]([O:17][CH:18]([C:20]([O:23][CH2:24][CH2:25][CH2:26][CH2:27][CH2:28][CH2:29][OH:30])([F:21])[F:22])[F:19])([F:9])[F:8])([F:12])[F:11])([F:16])([F:15])[F:14]. (5) Reactant: Cl[C:2]1[S:6][N:5]=[C:4]([S:7][CH2:8][C:9]2[CH:14]=[CH:13][CH:12]=[CH:11][CH:10]=2)[N:3]=1.[O:15]1[CH:19]=[CH:18][C:17]([CH2:20][OH:21])=[CH:16]1.[H-].[Na+].[Cl-].[Na+]. Product: [O:15]1[CH:19]=[CH:18][C:17]([CH2:20][O:21][C:2]2[S:6][N:5]=[C:4]([S:7][CH2:8][C:9]3[CH:14]=[CH:13][CH:12]=[CH:11][CH:10]=3)[N:3]=2)=[CH:16]1. The catalyst class is: 9.